This data is from Full USPTO retrosynthesis dataset with 1.9M reactions from patents (1976-2016). The task is: Predict the reactants needed to synthesize the given product. (1) Given the product [CH3:30][NH:32][C:20](=[O:21])[CH:19]([N:15]1[CH2:16][CH2:17][CH2:18][CH:13]([NH:12][C:8]2[CH:7]=[C:6]3[C:11](=[CH:10][CH:9]=2)[NH:3][N:4]=[CH:5]3)[CH2:14]1)[C:23]1[CH:28]=[CH:27][CH:26]=[CH:25][CH:24]=1, predict the reactants needed to synthesize it. The reactants are: CN.[NH:3]1[C:11]2[C:6](=[CH:7][C:8]([NH:12][CH:13]3[CH2:18][CH2:17][CH2:16][N:15]([CH:19]([C:23]4[CH:28]=[CH:27][CH:26]=[CH:25][CH:24]=4)[C:20](O)=[O:21])[CH2:14]3)=[CH:9][CH:10]=2)[CH:5]=[N:4]1.Cl.[CH2:30]([N:32]=C=NCCCN(C)C)C.ON1C2C=CC=CC=2N=N1.CN(C1C=CC=CN=1)C.C(=O)([O-])O.[Na+]. (2) Given the product [C:20]([O:5][CH2:6][CH2:7][CH2:8][CH2:9][CH2:10][CH2:11][CH2:12][O:13][C:14]1[CH:19]=[CH:18][CH:17]=[CH:16][CH:15]=1)(=[O:27])[C:21]1[CH:26]=[CH:25][CH:24]=[N:23][CH:22]=1, predict the reactants needed to synthesize it. The reactants are: CS([O:5][CH2:6][CH2:7][CH2:8][CH2:9][CH2:10][CH2:11][CH2:12][O:13][C:14]1[CH:19]=[CH:18][CH:17]=[CH:16][CH:15]=1)(=O)=O.[C:20](O)(=[O:27])[C:21]1[CH:26]=[CH:25][CH:24]=[N:23][CH:22]=1.C(=O)([O-])[O-].[K+].[K+]. (3) Given the product [F:1][C:2]1[CH:7]=[CH:6][C:5]([S:8]([N:11]([CH3:31])[CH:12]2[CH2:30][N:16]3[C:17]4[C:22]([C:23]([CH2:24][C:25]([O:27][CH3:28])=[O:26])=[C:15]3[CH2:14][CH2:13]2)=[CH:21][CH:20]=[CH:19][CH:18]=4)(=[O:9])=[O:10])=[CH:4][CH:3]=1, predict the reactants needed to synthesize it. The reactants are: [F:1][C:2]1[CH:7]=[CH:6][C:5]([S:8]([N:11]([CH3:31])[CH:12]2[CH2:30][N:16]3[C:17]4[C:22]([C:23]([C:24](=O)[C:25]([O:27][CH3:28])=[O:26])=[C:15]3[CH2:14][CH2:13]2)=[CH:21][CH:20]=[CH:19][CH:18]=4)(=[O:10])=[O:9])=[CH:4][CH:3]=1.[BH4-].[Na+].CC(O)=O.